This data is from Catalyst prediction with 721,799 reactions and 888 catalyst types from USPTO. The task is: Predict which catalyst facilitates the given reaction. (1) Reactant: [Cl:1][C:2]1[CH:3]=[C:4]([C@@H:9]([OH:26])[C:10]2[CH:15]=[N:14][C:13]([C:16](OC)=[O:17])=[C:12]3[O:20]C(C)(C)[O:22][CH2:23][C:11]=23)[CH:5]=[CH:6][C:7]=1[F:8].[NH2:27][OH:28].CC#N.CCCCCC. Product: [Cl:1][C:2]1[CH:3]=[C:4]([C@@H:9]([OH:26])[C:10]2[C:11]([CH2:23][OH:22])=[C:12]([OH:20])[C:13]([C:16]([NH:27][OH:28])=[O:17])=[N:14][CH:15]=2)[CH:5]=[CH:6][C:7]=1[F:8]. The catalyst class is: 228. (2) Reactant: Cl[C:2]1[S:3][C:4]([CH:7]=[O:8])=[CH:5][N:6]=1.[NH:9]1[CH2:14][CH2:13][NH:12][CH2:11][CH2:10]1.[OH-].[Li+]. Product: [N:9]1([C:2]2[S:3][C:4]([CH:7]=[O:8])=[CH:5][N:6]=2)[CH2:14][CH2:13][NH:12][CH2:11][CH2:10]1. The catalyst class is: 7. (3) Product: [CH3:1][O:2][C:3]1[CH:14]=[CH:13][C:6]([O:7][CH2:8][C:9]2[N:24]([CH2:23][CH2:22][CH2:21][N:18]3[CH2:17][CH2:16][O:15][CH2:20][CH2:19]3)[C:25](=[S:26])[NH:12][N:11]=2)=[CH:5][CH:4]=1. The catalyst class is: 32. Reactant: [CH3:1][O:2][C:3]1[CH:14]=[CH:13][C:6]([O:7][CH2:8][C:9]([NH:11][NH2:12])=O)=[CH:5][CH:4]=1.[O:15]1[CH2:20][CH2:19][N:18]([CH2:21][CH2:22][CH2:23][N:24]=[C:25]=[S:26])[CH2:17][CH2:16]1. (4) Reactant: [Cl:1][C:2]1[CH:11]=[C:10]2[C:5]([CH2:6][CH2:7][O:8][C@H:9]2[C:12]2[CH:13]=[C:14]([C:18]([C:20]3[C:21]([NH:26][C@@H:27]4[CH2:31][C@H:30]([CH2:32][O:33][S:34]([NH:37][C:38](=[O:44])[O:39][C:40]([CH3:43])([CH3:42])[CH3:41])(=[O:36])=[O:35])[C@@H:29]([OH:45])[CH2:28]4)=[N:22][CH:23]=[N:24][CH:25]=3)=[O:19])[S:15][C:16]=2[CH3:17])=[CH:4][CH:3]=1.[C:46]([O:50][C:51]([NH:53][C@H:54]([C:59](O)=[O:60])[C@H:55]([CH2:57][CH3:58])[CH3:56])=[O:52])([CH3:49])([CH3:48])[CH3:47].Cl.CN(C)CCCN=C=NCC. Product: [C:46]([O:50][C:51]([NH:53][C@@H:54]([C@@H:55]([CH3:56])[CH2:57][CH3:58])[C:59]([O:45][C@H:29]1[CH2:28][C@H:27]([NH:26][C:21]2[C:20]([C:18]([C:14]3[S:15][C:16]([CH3:17])=[C:12]([C@H:9]4[C:10]5[C:5](=[CH:4][CH:3]=[C:2]([Cl:1])[CH:11]=5)[CH2:6][CH2:7][O:8]4)[CH:13]=3)=[O:19])=[CH:25][N:24]=[CH:23][N:22]=2)[CH2:31][C@@H:30]1[CH2:32][O:33][S:34](=[O:35])(=[O:36])[NH:37][C:38]([O:39][C:40]([CH3:41])([CH3:42])[CH3:43])=[O:44])=[O:60])=[O:52])([CH3:49])([CH3:48])[CH3:47]. The catalyst class is: 112. (5) Reactant: [O:1]1[CH2:4][CH2:3][CH:2]1[CH2:5][OH:6].C(N(CC)CC)C.[CH3:14][S:15](Cl)(=[O:17])=[O:16]. Product: [CH3:14][S:15]([O:6][CH2:5][CH:2]1[CH2:3][CH2:4][O:1]1)(=[O:17])=[O:16]. The catalyst class is: 34. (6) Reactant: [C:1]([C:3]1[CH:8]=[CH:7][C:6]([C:9]2[N:13]3[N:14]=[C:15]([C:18]4[CH:26]=[CH:25][C:21]([C:22](O)=[O:23])=[CH:20][CH:19]=4)[CH:16]=[CH:17][C:12]3=[N:11][CH:10]=2)=[CH:5][CH:4]=1)#[N:2].CN(C(ON1N=NC2C=CC=NC1=2)=[N+](C)C)C.F[P-](F)(F)(F)(F)F.CN1CCOCC1.[CH:58]([N:61]1[CH2:66][CH2:65][NH:64][CH2:63][CH2:62]1)([CH3:60])[CH3:59]. Product: [CH:58]([N:61]1[CH2:66][CH2:65][N:64]([C:22]([C:21]2[CH:20]=[CH:19][C:18]([C:15]3[CH:16]=[CH:17][C:12]4[N:13]([C:9]([C:6]5[CH:7]=[CH:8][C:3]([C:1]#[N:2])=[CH:4][CH:5]=5)=[CH:10][N:11]=4)[N:14]=3)=[CH:26][CH:25]=2)=[O:23])[CH2:63][CH2:62]1)([CH3:60])[CH3:59]. The catalyst class is: 18. (7) Reactant: [Br:1][C:2]1[CH:3]=[C:4]2[CH:10]=[CH:9][N:8]([S:11]([C:14]3[CH:19]=[CH:18][CH:17]=[CH:16][CH:15]=3)(=[O:13])=[O:12])[C:5]2=[N:6][CH:7]=1.[Li+].CC([N-]C(C)C)C.Cl[Si:29]([CH3:32])([CH3:31])[CH3:30].C(OCC)(=O)C. Product: [Br:1][C:2]1[CH:3]=[C:4]2[CH:10]=[C:9]([Si:29]([CH3:32])([CH3:31])[CH3:30])[N:8]([S:11]([C:14]3[CH:19]=[CH:18][CH:17]=[CH:16][CH:15]=3)(=[O:12])=[O:13])[C:5]2=[N:6][CH:7]=1. The catalyst class is: 1. (8) Reactant: [NH2:1][C:2]1[CH:11]=[CH:10][C:9]([F:12])=[CH:8][C:3]=1[C:4]([O:6][CH3:7])=[O:5].[I:13]N1C(=O)CCC1=O. Product: [NH2:1][C:2]1[C:11]([I:13])=[CH:10][C:9]([F:12])=[CH:8][C:3]=1[C:4]([O:6][CH3:7])=[O:5]. The catalyst class is: 15.